This data is from Full USPTO retrosynthesis dataset with 1.9M reactions from patents (1976-2016). The task is: Predict the reactants needed to synthesize the given product. (1) Given the product [Cl:26][C:5]1[C:6]([N:11]2[CH2:16][CH2:15][N:14]([CH2:17][C:18]([NH:20][C:21]3[S:22][CH:23]=[CH:24][N:25]=3)=[O:19])[CH2:13][CH2:12]2)=[C:7]2[N:8]=[C:40]([C:38]3[CH:37]=[CH:36][C:35]4[O:30][CH2:31][CH2:32][O:33][C:34]=4[CH:39]=3)[NH:1][C:2]2=[N:3][CH:4]=1, predict the reactants needed to synthesize it. The reactants are: [NH2:1][C:2]1[C:7]([N+:8]([O-])=O)=[C:6]([N:11]2[CH2:16][CH2:15][N:14]([CH2:17][C:18]([NH:20][C:21]3[S:22][CH:23]=[CH:24][N:25]=3)=[O:19])[CH2:13][CH2:12]2)[C:5]([Cl:26])=[CH:4][N:3]=1.CCO.[O:30]1[C:35]2[CH:36]=[CH:37][C:38]([CH:40]=O)=[CH:39][C:34]=2[O:33][CH2:32][CH2:31]1.[O-]S(S([O-])=O)=O.[Na+].[Na+]. (2) Given the product [O:27]=[C:18]1[N:19]([C:21]2[CH:22]=[CH:23][CH:24]=[CH:25][CH:26]=2)[CH2:20][CH:16]([CH:15]=[O:14])[CH2:17]1, predict the reactants needed to synthesize it. The reactants are: C(Cl)(=O)C(Cl)=O.ClCCl.CS(C)=O.[OH:14][CH2:15][CH:16]1[CH2:20][N:19]([C:21]2[CH:26]=[CH:25][CH:24]=[CH:23][CH:22]=2)[C:18](=[O:27])[CH2:17]1. (3) Given the product [Cl:33][C:28]1[CH:27]=[C:26]([S:23]([C:17]2[CH:18]=[CH:19][CH:20]=[CH:21][CH:22]=2)(=[O:24])=[O:25])[CH:31]=[CH:30][C:29]=1[O:1][C:2]1[CH:3]=[C:4]([CH:12]([CH3:16])[C:13]([OH:15])=[O:14])[CH:5]=[C:6]([C:8]([F:9])([F:10])[F:11])[CH:7]=1, predict the reactants needed to synthesize it. The reactants are: [OH:1][C:2]1[CH:3]=[C:4]([CH:12]([CH3:16])[C:13]([OH:15])=[O:14])[CH:5]=[C:6]([C:8]([F:11])([F:10])[F:9])[CH:7]=1.[C:17]1([S:23]([C:26]2[CH:31]=[CH:30][C:29](F)=[C:28]([Cl:33])[CH:27]=2)(=[O:25])=[O:24])[CH:22]=[CH:21][CH:20]=[CH:19][CH:18]=1. (4) Given the product [N:39]([CH2:2][CH2:3][C:4]1[CH:5]=[C:6]2[C:19](=[CH:20][C:21]=1[N+:22]([O-:24])=[O:23])[CH2:18][C@:8]1([C:16]3[C:11](=[N:12][CH:13]=[CH:14][CH:15]=3)[NH:10][C:9]1=[O:17])[CH2:7]2)=[N+:40]=[N-:41], predict the reactants needed to synthesize it. The reactants are: O[CH2:2][CH2:3][C:4]1[CH:5]=[C:6]2[C:19](=[CH:20][C:21]=1[N+:22]([O-:24])=[O:23])[CH2:18][C@:8]1([C:16]3[C:11](=[N:12][CH:13]=[CH:14][CH:15]=3)[NH:10][C:9]1=[O:17])[CH2:7]2.C1(P([N:39]=[N+:40]=[N-:41])(C2C=CC=CC=2)=O)C=CC=CC=1.C1CCN2C(=NCCC2)CC1. (5) The reactants are: [CH:1](=[N:8][C:9]1C=CC=[CH:11][CH:10]=1)[C:2]1[CH:7]=[CH:6][CH:5]=[CH:4][CH:3]=1.NCCC[Si:19]([O:24][CH3:25])([O:22][CH3:23])[O:20][CH3:21].[SiH4]. Given the product [C:2]1([CH:1]=[N:8][CH2:9][CH2:10][CH2:11][Si:19]([O:24][CH3:25])([O:22][CH3:23])[O:20][CH3:21])[CH:7]=[CH:6][CH:5]=[CH:4][CH:3]=1, predict the reactants needed to synthesize it.